This data is from NCI-60 drug combinations with 297,098 pairs across 59 cell lines. The task is: Regression. Given two drug SMILES strings and cell line genomic features, predict the synergy score measuring deviation from expected non-interaction effect. (1) Drug 1: C1CN1P(=S)(N2CC2)N3CC3. Drug 2: CCC1=C2CN3C(=CC4=C(C3=O)COC(=O)C4(CC)O)C2=NC5=C1C=C(C=C5)O. Cell line: SNB-19. Synergy scores: CSS=34.8, Synergy_ZIP=2.85, Synergy_Bliss=8.65, Synergy_Loewe=-11.6, Synergy_HSA=3.57. (2) Drug 1: C1C(C(OC1N2C=C(C(=O)NC2=O)F)CO)O. Drug 2: CC1CCCC2(C(O2)CC(NC(=O)CC(C(C(=O)C(C1O)C)(C)C)O)C(=CC3=CSC(=N3)C)C)C. Cell line: MALME-3M. Synergy scores: CSS=26.8, Synergy_ZIP=-6.67, Synergy_Bliss=-10.8, Synergy_Loewe=-15.7, Synergy_HSA=-7.52. (3) Synergy scores: CSS=20.4, Synergy_ZIP=5.72, Synergy_Bliss=7.33, Synergy_Loewe=-3.62, Synergy_HSA=2.52. Drug 1: C1=C(C(=O)NC(=O)N1)F. Drug 2: COC1=NC(=NC2=C1N=CN2C3C(C(C(O3)CO)O)O)N. Cell line: SK-MEL-5. (4) Drug 1: C1=NC2=C(N1)C(=S)N=C(N2)N. Drug 2: CN1C2=C(C=C(C=C2)N(CCCl)CCCl)N=C1CCCC(=O)O.Cl. Cell line: SF-295. Synergy scores: CSS=10.6, Synergy_ZIP=-6.57, Synergy_Bliss=-12.6, Synergy_Loewe=-34.4, Synergy_HSA=-11.6. (5) Drug 1: CN(CC1=CN=C2C(=N1)C(=NC(=N2)N)N)C3=CC=C(C=C3)C(=O)NC(CCC(=O)O)C(=O)O. Drug 2: COC1=NC(=NC2=C1N=CN2C3C(C(C(O3)CO)O)O)N. Cell line: MDA-MB-231. Synergy scores: CSS=-0.101, Synergy_ZIP=3.24, Synergy_Bliss=3.39, Synergy_Loewe=-1.04, Synergy_HSA=-1.93.